From a dataset of Reaction yield outcomes from USPTO patents with 853,638 reactions. Predict the reaction yield, written as a fraction of the theoretical maximum amount of product (1.0 means a 100% yield; for example, 0.34 means a 34% yield). (1) The reactants are [Cl:1][C:2]1[CH:7]=[CH:6][C:5]([NH:8][C:9](=[O:14])[C:10]([CH3:13])([CH3:12])[CH3:11])=[CH:4][C:3]=1[C:15]([F:18])([F:17])[F:16].[CH2:19]([Li])CCC.IC. The catalyst is C1COCC1.O.CCOCC. The product is [Cl:1][C:2]1[CH:7]=[CH:6][C:5]([NH:8][C:9](=[O:14])[C:10]([CH3:11])([CH3:12])[CH3:13])=[C:4]([CH3:19])[C:3]=1[C:15]([F:16])([F:17])[F:18]. The yield is 0.670. (2) The reactants are [CH3:1][C:2]1[N:6]=[CH:5][NH:4][N:3]=1.F[C:8]1[CH:13]=[C:12]([F:14])[C:11]([N+:15]([O-:17])=[O:16])=[CH:10][C:9]=1[O:18][CH3:19].C(=O)([O-])[O-].[K+].[K+].O. The catalyst is CS(C)=O. The product is [F:14][C:12]1[C:11]([N+:15]([O-:17])=[O:16])=[CH:10][C:9]([O:18][CH3:19])=[C:8]([N:4]2[CH:5]=[N:6][C:2]([CH3:1])=[N:3]2)[CH:13]=1. The yield is 0.180. (3) The reactants are [F:1][C:2]1[CH:7]=[C:6]([N+:8]([O-])=O)[CH:5]=[CH:4][C:3]=1[N:11]1[C:15](C)=[N:14][CH:13]=[N:12]1.[CH3:17]O. The catalyst is [Pd]. The product is [F:1][C:2]1[CH:7]=[C:6]([CH:5]=[CH:4][C:3]=1[N:11]1[CH:15]=[N:14][C:13]([CH3:17])=[N:12]1)[NH2:8]. The yield is 0.930. (4) The reactants are [Br:1][C:2]1[CH:3]=[N:4][C:5](S(C)(=O)=O)=[N:6][CH:7]=1.[CH2:12]([OH:17])[C:13]([F:16])([F:15])[F:14].C(=O)([O-])[O-].[K+].[K+]. The catalyst is C(#N)C. The product is [Br:1][C:2]1[CH:3]=[N:4][C:5]([O:17][CH2:12][C:13]([F:16])([F:15])[F:14])=[N:6][CH:7]=1. The yield is 0.740.